From a dataset of Forward reaction prediction with 1.9M reactions from USPTO patents (1976-2016). Predict the product of the given reaction. Given the reactants [CH3:1][NH2:2].CCO.Cl[C:7]1[C:8]2[N:9]([CH:13]=[C:14]([C:16]3[CH:21]=[CH:20][C:19]([F:22])=[CH:18][CH:17]=3)[N:15]=2)[CH:10]=[CH:11][N:12]=1, predict the reaction product. The product is: [F:22][C:19]1[CH:20]=[CH:21][C:16]([C:14]2[N:15]=[C:8]3[C:7]([CH2:1][NH2:2])=[N:12][CH:11]=[CH:10][N:9]3[CH:13]=2)=[CH:17][CH:18]=1.